Predict which catalyst facilitates the given reaction. From a dataset of Catalyst prediction with 721,799 reactions and 888 catalyst types from USPTO. Reactant: [C:1]([O:5][C:6]([NH:8][CH:9]([C:11]1[S:12][C:13]([C:16]([OH:18])=[O:17])=[CH:14][N:15]=1)[CH3:10])=[O:7])([CH3:4])([CH3:3])[CH3:2].[OH-].[K+].[CH2:21](Br)[C:22]1[CH:27]=[CH:26][CH:25]=[CH:24][CH:23]=1. Product: [C:1]([O:5][C:6]([NH:8][CH:9]([C:11]1[S:12][C:13]([C:16]([O:18][CH2:21][C:22]2[CH:27]=[CH:26][CH:25]=[CH:24][CH:23]=2)=[O:17])=[CH:14][N:15]=1)[CH3:10])=[O:7])([CH3:2])([CH3:3])[CH3:4]. The catalyst class is: 16.